This data is from Peptide-MHC class II binding affinity with 134,281 pairs from IEDB. The task is: Regression. Given a peptide amino acid sequence and an MHC pseudo amino acid sequence, predict their binding affinity value. This is MHC class II binding data. (1) The peptide sequence is VALFAVFLGSAHGIP. The MHC is HLA-DQA10201-DQB10202 with pseudo-sequence HLA-DQA10201-DQB10202. The binding affinity (normalized) is 0.149. (2) The peptide sequence is VGADEDDIKATYDKG. The MHC is DRB1_0301 with pseudo-sequence DRB1_0301. The binding affinity (normalized) is 0.409. (3) The peptide sequence is AARFVRRDGRRGGGR. The MHC is HLA-DPA10301-DPB10402 with pseudo-sequence HLA-DPA10301-DPB10402. The binding affinity (normalized) is 0.139. (4) The peptide sequence is YELQIVDKIDAAFKI. The MHC is DRB3_0101 with pseudo-sequence DRB3_0101. The binding affinity (normalized) is 0.730. (5) The peptide sequence is NYEQQEQASQQILSS. The MHC is HLA-DQA10102-DQB10602 with pseudo-sequence HLA-DQA10102-DQB10602. The binding affinity (normalized) is 0.344.